From a dataset of Full USPTO retrosynthesis dataset with 1.9M reactions from patents (1976-2016). Predict the reactants needed to synthesize the given product. (1) Given the product [F:42][CH:43]1[CH2:46][N:45]([C:13]2[C:14]3[C:19]([CH3:21])([CH3:20])[C:18](=[O:22])[NH:17][C:15]=3[N:16]=[C:11]([C:10]3[C:4]4[C:5](=[N:6][CH:7]=[C:2]([F:1])[CH:3]=4)[N:8]([CH2:24][C:25]4[C:30]([F:31])=[CH:29][CH:28]=[CH:27][N:26]=4)[N:9]=3)[N:12]=2)[CH2:44]1, predict the reactants needed to synthesize it. The reactants are: [F:1][C:2]1[CH:3]=[C:4]2[C:10]([C:11]3[N:12]=[C:13](I)[C:14]4[C:19]([CH3:21])([CH3:20])[C:18](=[O:22])[NH:17][C:15]=4[N:16]=3)=[N:9][N:8]([CH2:24][C:25]3[C:30]([F:31])=[CH:29][CH:28]=[CH:27][N:26]=3)[C:5]2=[N:6][CH:7]=1.C(N(CC)C(C)C)(C)C.Cl.[F:42][CH:43]1[CH2:46][NH:45][CH2:44]1. (2) Given the product [Br:24][C:25]1[CH:26]=[C:27]([CH:30]=[C:31]([NH:1][CH2:2][C:3]2([CH3:23])[CH2:22][CH2:21][CH2:20][C:5]3([O:9][C:8](=[O:10])[N:7]([C:11]4[CH:16]=[CH:15][CH:14]=[C:13]([O:17][CH2:18][CH3:19])[CH:12]=4)[CH2:6]3)[CH2:4]2)[C:32]=1[N+:33]([O-:35])=[O:34])[C:28]#[N:29], predict the reactants needed to synthesize it. The reactants are: [NH2:1][CH2:2][C:3]1([CH3:23])[CH2:22][CH2:21][CH2:20][C:5]2([O:9][C:8](=[O:10])[N:7]([C:11]3[CH:16]=[CH:15][CH:14]=[C:13]([O:17][CH2:18][CH3:19])[CH:12]=3)[CH2:6]2)[CH2:4]1.[Br:24][C:25]1[CH:26]=[C:27]([CH:30]=[C:31](F)[C:32]=1[N+:33]([O-:35])=[O:34])[C:28]#[N:29].C(=O)([O-])[O-].[K+].[K+]. (3) Given the product [CH:39]1([O:38][C:30]2[CH:29]=[C:28]([C:11]3[NH:10][C:14]4[CH:15]=[N:16][NH:17][C:18](=[O:19])[C:13]=4[C:12]=3[CH2:20][C:21]3[CH:22]=[CH:23][C:24]([F:27])=[CH:25][CH:26]=3)[CH:33]=[CH:32][C:31]=2[O:34][CH:35]([F:37])[F:36])[CH2:41][CH2:40]1, predict the reactants needed to synthesize it. The reactants are: C(OC[N:10]1[C:14]2[CH:15]=[N:16][NH:17][C:18](=[O:19])[C:13]=2[C:12]([CH2:20][C:21]2[CH:26]=[CH:25][C:24]([F:27])=[CH:23][CH:22]=2)=[C:11]1[C:28]1[CH:33]=[CH:32][C:31]([O:34][CH:35]([F:37])[F:36])=[C:30]([O:38][CH:39]2[CH2:41][CH2:40]2)[CH:29]=1)C1C=CC=CC=1.C(OCN1C2C=NNC(=O)C=2C(CC2C=CC=CC=2F)=C1C1C=CC(OC(F)F)=C(OC2CC2)C=1)C1C=CC=CC=1. (4) Given the product [ClH:10].[CH:1]([N:4]1[CH2:9][CH2:8][N:7]([C:11]2[CH:20]=[CH:19][C:18]3[C:13](=[CH:14][CH:15]=[C:16]([OH:21])[CH:17]=3)[N:12]=2)[CH2:6][CH2:5]1)([CH3:3])[CH3:2], predict the reactants needed to synthesize it. The reactants are: [CH:1]([N:4]1[CH2:9][CH2:8][NH:7][CH2:6][CH2:5]1)([CH3:3])[CH3:2].[Cl:10][C:11]1[CH:20]=[CH:19][C:18]2[C:13](=[CH:14][CH:15]=[C:16]([OH:21])[CH:17]=2)[N:12]=1. (5) Given the product [OH:10][CH2:11][C:12]([CH3:17])([CH3:18])[C:13](=[O:15])[CH2:20][C:19]#[N:21], predict the reactants needed to synthesize it. The reactants are: [H-].[Na+].[Si]([O:10][CH2:11][C:12]([CH3:18])([CH3:17])[C:13]([O:15]C)=O)(C(C)(C)C)(C)C.[C:19](#[N:21])[CH3:20].Cl. (6) Given the product [CH2:18]([N:8]([CH2:1][C:2]1[CH:3]=[CH:4][CH:5]=[CH:6][CH:7]=1)[CH:9]1[CH2:10][CH2:11][CH:12]([C:15]([N:33]([O:32][CH3:28])[CH3:34])=[O:17])[CH2:13][CH2:14]1)[C:19]1[CH:20]=[CH:21][CH:22]=[CH:23][CH:24]=1, predict the reactants needed to synthesize it. The reactants are: [CH2:1]([N:8]([CH2:18][C:19]1[CH:24]=[CH:23][CH:22]=[CH:21][CH:20]=1)[CH:9]1[CH2:14][CH2:13][CH:12]([C:15]([OH:17])=O)[CH2:11][CH2:10]1)[C:2]1[CH:7]=[CH:6][CH:5]=[CH:4][CH:3]=1.CN([C:28]([O:32][N:33]1N=NC2C=CC=N[C:34]1=2)=[N+](C)C)C.F[P-](F)(F)(F)(F)F.CCN(C(C)C)C(C)C.Cl.CNOC. (7) The reactants are: [S:1]1[CH:5]=[CH:4][CH:3]=[C:2]1[C:6]1[S:7][CH:8]=[C:9]([Sn](C)(C)C)[N:10]=1.[Br:15]C1SC=C(Br)N=1.C1(S)C=CC=CC=1.[OH-].[Na+]. Given the product [S:1]1[CH:5]=[CH:4][CH:3]=[C:2]1[C:6]1[S:7][CH:8]=[C:9]([Br:15])[N:10]=1, predict the reactants needed to synthesize it. (8) Given the product [F:1][C:2]1[CH:11]=[C:10]2[C:5]([CH:6]=[C:7]([NH:16][C:17]3[CH:21]=[C:20]([CH3:22])[NH:19][N:18]=3)[N:8]=[C:9]2[O:12][CH:13]([CH3:15])[CH3:14])=[CH:4][C:3]=1[N:38]1[CH2:42][CH2:41][CH2:40][C:39]1=[O:43], predict the reactants needed to synthesize it. The reactants are: [F:1][C:2]1[CH:11]=[C:10]2[C:5]([CH:6]=[C:7]([NH:16][C:17]3[CH:21]=[C:20]([CH3:22])[N:19](S(C(F)(F)F)(=O)=O)[N:18]=3)[N:8]=[C:9]2[O:12][CH:13]([CH3:15])[CH3:14])=[CH:4][C:3]=1OS(C(F)(F)F)(=O)=O.[NH:38]1[CH2:42][CH2:41][CH2:40][C:39]1=[O:43].CC1(C)C2C(=C(P(C3C=CC=CC=3)C3C=CC=CC=3)C=CC=2)OC2C(P(C3C=CC=CC=3)C3C=CC=CC=3)=CC=CC1=2.[O-]P([O-])([O-])=O.[K+].[K+].[K+]. (9) The reactants are: [Br:1][C:2]1[CH:3]=[CH:4][C:5]([C:8]#N)=[N:6][CH:7]=1.CC(C[AlH]CC(C)C)C.[O:19]1CCCC1. Given the product [Br:1][C:2]1[CH:3]=[CH:4][C:5]([CH:8]=[O:19])=[N:6][CH:7]=1, predict the reactants needed to synthesize it.